From a dataset of Forward reaction prediction with 1.9M reactions from USPTO patents (1976-2016). Predict the product of the given reaction. Given the reactants [CH2:1]([O:3][C:4](=[O:20])[CH2:5][C:6]1(O)[CH2:11][CH2:10][N:9]([C:12]([O:14][C:15]([CH3:18])([CH3:17])[CH3:16])=[O:13])[CH2:8][CH2:7]1)[CH3:2].C(N(S(F)(F)[F:27])CC)C.C(=O)(O)[O-].[Na+], predict the reaction product. The product is: [CH2:1]([O:3][C:4](=[O:20])[CH2:5][C:6]1([F:27])[CH2:11][CH2:10][N:9]([C:12]([O:14][C:15]([CH3:18])([CH3:17])[CH3:16])=[O:13])[CH2:8][CH2:7]1)[CH3:2].